From a dataset of Forward reaction prediction with 1.9M reactions from USPTO patents (1976-2016). Predict the product of the given reaction. (1) Given the reactants [NH2:1][C:2]1[N:7]=[C:6](OS(C(F)(F)F)(=O)=O)[C:5]([C:16]#[N:17])=[C:4]([C:18]2[O:19][CH2:20][CH2:21][CH:22]=2)[N:3]=1.[C:23]1([NH:29][CH2:30][CH2:31][NH2:32])[CH:28]=[CH:27][CH:26]=[CH:25][CH:24]=1, predict the reaction product. The product is: [NH2:1][C:2]1[N:3]=[C:4]([C:18]2[O:19][CH2:20][CH2:21][CH:22]=2)[C:5]([C:16]#[N:17])=[C:6]([NH:32][CH2:31][CH2:30][NH:29][C:23]2[CH:28]=[CH:27][CH:26]=[CH:25][CH:24]=2)[N:7]=1. (2) Given the reactants CC1C=CC(S(O[CH2:12][CH:13]2[O:18][C:17]3[CH:19]=[C:20]([F:24])[CH:21]=[C:22]([F:23])[C:16]=3[O:15][CH2:14]2)(=O)=O)=CC=1.[NH:25]1[CH2:28][CH2:27][CH2:26]1, predict the reaction product. The product is: [F:23][C:22]1[C:16]2[O:15][CH2:14][CH:13]([CH2:12][N:25]3[CH2:28][CH2:27][CH2:26]3)[O:18][C:17]=2[CH:19]=[C:20]([F:24])[CH:21]=1. (3) Given the reactants [C:1](=[O:23])(OC1C=CC([N+]([O-])=O)=CC=1)[O:2][C:3]1[CH:8]=[CH:7][C:6]([NH:9][C:10](=[O:12])[CH3:11])=[CH:5][CH:4]=1.C(=S)([O-])[O-].[Na:28].[SH:29][CH2:30][CH2:31][S:32]([O-:35])(=[O:34])=[O:33].C(=O)([O-])O.[Na+], predict the reaction product. The product is: [C:10]([NH:9][C:6]1[CH:5]=[CH:4][C:3]([O:2][C:1]([S:29][CH2:30][CH2:31][S:32]([OH:35])(=[O:34])=[O:33])=[O:23])=[CH:8][CH:7]=1)(=[O:12])[CH3:11].[Na:28]. (4) Given the reactants [NH:1]1[CH:5]=[CH:4][CH:3]=[C:2]1[C:6]([O:8][CH2:9][CH3:10])=[O:7].[Br:11][CH2:12][CH2:13]Br.[OH-].[Na+].ClCCl, predict the reaction product. The product is: [Br:11][CH2:12][CH2:13][N:1]1[CH:5]=[CH:4][CH:3]=[C:2]1[C:6]([O:8][CH2:9][CH3:10])=[O:7]. (5) Given the reactants C(N(CC)CC)C.[NH2:8][C:9]1[CH:10]=[N:11][C:12]2[C:17]([C:18]=1[NH:19][CH2:20][CH2:21][CH2:22][NH:23][C:24](=[O:30])[O:25][C:26]([CH3:29])([CH3:28])[CH3:27])=[CH:16][CH:15]=[CH:14][CH:13]=2.[Cl:31][CH2:32][C:33](Cl)=O, predict the reaction product. The product is: [Cl:31][CH2:32][C:33]1[N:19]([CH2:20][CH2:21][CH2:22][NH:23][C:24](=[O:30])[O:25][C:26]([CH3:27])([CH3:29])[CH3:28])[C:18]2[C:17]3[CH:16]=[CH:15][CH:14]=[CH:13][C:12]=3[N:11]=[CH:10][C:9]=2[N:8]=1. (6) Given the reactants [Cl:1][C:2]1[CH:7]=[CH:6][C:5]([C:8]2([C:14]([OH:16])=O)[CH2:13][CH2:12][CH2:11][CH2:10][CH2:9]2)=[CH:4][CH:3]=1.[NH2:17][CH2:18][CH2:19][CH2:20][N:21]1[CH2:26][CH2:25][CH:24]([C:27]2[N:32]=[C:31]([NH:33][C:34](=[O:38])[CH:35]([CH3:37])[CH3:36])[CH:30]=[CH:29][CH:28]=2)[CH2:23][CH2:22]1, predict the reaction product. The product is: [Cl:1][C:2]1[CH:3]=[CH:4][C:5]([C:8]2([C:14]([NH:17][CH2:18][CH2:19][CH2:20][N:21]3[CH2:26][CH2:25][CH:24]([C:27]4[CH:28]=[CH:29][CH:30]=[C:31]([NH:33][C:34](=[O:38])[CH:35]([CH3:36])[CH3:37])[N:32]=4)[CH2:23][CH2:22]3)=[O:16])[CH2:9][CH2:10][CH2:11][CH2:12][CH2:13]2)=[CH:6][CH:7]=1. (7) The product is: [C:1]12([CH2:11][N:12]3[C:13]4[N:21]=[CH:20][CH:19]=[CH:18][C:14]=4[C:15](=[O:17])[O:16][C:29]3=[O:30])[CH2:8][CH:7]3[CH2:9][CH:3]([CH2:4][CH:5]([CH2:6]3)[CH2:10]1)[CH2:2]2. Given the reactants [C:1]12([CH2:11][NH:12][C:13]3[N:21]=[CH:20][CH:19]=[CH:18][C:14]=3[C:15]([OH:17])=[O:16])[CH2:10][CH:5]3[CH2:6][CH:7]([CH2:9][CH:3]([CH2:4]3)[CH2:2]1)[CH2:8]2.C(C(CC)CNC1N=CC=CC=1[C:29](OCC)=[O:30])C, predict the reaction product. (8) Given the reactants [NH2:1][C:2]1[CH:3]=[C:4]2[C:8](=[CH:9][CH:10]=1)[NH:7][N:6]=[CH:5]2.[CH3:11][CH:12]([CH3:18])[CH2:13][CH2:14][C:15](O)=[O:16].Cl.C(N=C=NCCCN(C)C)C.OC1C2N=NNC=2C=CC=1.C(N(CC)CC)C.[OH-].[Na+], predict the reaction product. The product is: [NH:7]1[C:8]2[C:4](=[CH:3][C:2]([NH:1][C:15](=[O:16])[CH2:14][CH2:13][CH:12]([CH3:18])[CH3:11])=[CH:10][CH:9]=2)[CH:5]=[N:6]1.